Dataset: Reaction yield outcomes from USPTO patents with 853,638 reactions. Task: Predict the reaction yield, written as a fraction of the theoretical maximum amount of product (1.0 means a 100% yield; for example, 0.34 means a 34% yield). (1) The reactants are [C:1]1([C:7]#[C:8][C:9]2[CH2:13][C:12]3([CH2:18][CH2:17][NH:16][CH2:15]C3)[O:11][N:10]=2)[CH:6]=[CH:5][CH:4]=[CH:3][CH:2]=1.C1(C#CC2CC3(CCN(C(OC(C)(C)C)=O)C3)ON=2)C=CC=CC=1. The catalyst is C(Cl)(Cl)Cl. The product is [C:1]1([C:7]#[C:8][C:9]2[CH2:13][C:12]3([CH2:18][CH2:17][NH:16][CH2:15]3)[O:11][N:10]=2)[CH:2]=[CH:3][CH:4]=[CH:5][CH:6]=1. The yield is 0.913. (2) The reactants are [CH3:1][O:2][C:3]1[CH:8]=[C:7]([N+:9]([O-])=O)[CH:6]=[CH:5][C:4]=1[NH:12][CH2:13][C:14]1[CH:19]=[CH:18][C:17]([O:20][CH3:21])=[CH:16][CH:15]=1.O.O.[Cl-].[Ca+2].[Cl-].CCO. The catalyst is [Zn].O. The product is [NH2:9][C:7]1[CH:6]=[CH:5][C:4]([NH:12][CH2:13][C:14]2[CH:19]=[CH:18][C:17]([O:20][CH3:21])=[CH:16][CH:15]=2)=[C:3]([O:2][CH3:1])[CH:8]=1. The yield is 0.700.